Dataset: Forward reaction prediction with 1.9M reactions from USPTO patents (1976-2016). Task: Predict the product of the given reaction. (1) Given the reactants C([O:3][C:4](=[O:38])[C:5]([O:8][C:9]1[CH:14]=[CH:13][C:12]([O:15][CH2:16][CH2:17][C:18]2[N:19]=[C:20]([C:24]3[CH:25]=[C:26]([C:30]4[CH:35]=[CH:34][C:33]([CH:36]=[O:37])=[CH:32][CH:31]=4)[CH:27]=[CH:28][CH:29]=3)[O:21][C:22]=2[CH3:23])=[CH:11][CH:10]=1)([CH3:7])[CH3:6])C.[OH-].[Na+].Cl.C(OCC)(=O)C, predict the reaction product. The product is: [CH:36]([C:33]1[CH:32]=[CH:31][C:30]([C:26]2[CH:27]=[CH:28][CH:29]=[C:24]([C:20]3[O:21][C:22]([CH3:23])=[C:18]([CH2:17][CH2:16][O:15][C:12]4[CH:11]=[CH:10][C:9]([O:8][C:5]([CH3:6])([CH3:7])[C:4]([OH:38])=[O:3])=[CH:14][CH:13]=4)[N:19]=3)[CH:25]=2)=[CH:35][CH:34]=1)=[O:37]. (2) Given the reactants [CH2:1]([N:3]([CH:14]1[CH2:19][CH2:18][O:17][CH2:16][CH2:15]1)[C:4]1[C:9]([CH3:10])=[C:8]([C:11]([OH:13])=O)[CH:7]=[CH:6][N:5]=1)[CH3:2].CN(C(ON1N=NC2C=CC=NC1=2)=[N+](C)C)C.F[P-](F)(F)(F)(F)F.CCN(C(C)C)C(C)C.[NH2:53][CH2:54][C:55]1[C:56](=[O:63])[NH:57][C:58]([CH3:62])=[CH:59][C:60]=1[CH3:61], predict the reaction product. The product is: [CH3:61][C:60]1[CH:59]=[C:58]([CH3:62])[NH:57][C:56](=[O:63])[C:55]=1[CH2:54][NH:53][C:11]([C:8]1[CH:7]=[CH:6][N:5]=[C:4]([N:3]([CH2:1][CH3:2])[CH:14]2[CH2:19][CH2:18][O:17][CH2:16][CH2:15]2)[C:9]=1[CH3:10])=[O:13]. (3) The product is: [CH:32]1([NH:35][C:14](=[O:15])[C:13]2[CH:17]=[CH:18][CH:19]=[C:11]([O:10][C:9]3[CH:20]=[CH:21][C:22]([S:24]([CH3:27])(=[O:25])=[O:26])=[CH:23][C:8]=3[C:6]3[C:5]4[CH:28]=[CH:29][NH:30][C:4]=4[C:3](=[O:31])[N:2]([CH3:1])[CH:7]=3)[CH:12]=2)[CH2:34][CH2:33]1. Given the reactants [CH3:1][N:2]1[CH:7]=[C:6]([C:8]2[CH:23]=[C:22]([S:24]([CH3:27])(=[O:26])=[O:25])[CH:21]=[CH:20][C:9]=2[O:10][C:11]2[CH:12]=[C:13]([CH:17]=[CH:18][CH:19]=2)[C:14](O)=[O:15])[C:5]2[CH:28]=[CH:29][NH:30][C:4]=2[C:3]1=[O:31].[CH:32]1([NH2:35])[CH2:34][CH2:33]1.O.N1(O)C2C=CC=CC=2N=N1.Cl.C(N=C=NCCCN(C)C)C.C(N(C(C)C)C(C)C)C, predict the reaction product.